This data is from Forward reaction prediction with 1.9M reactions from USPTO patents (1976-2016). The task is: Predict the product of the given reaction. Given the reactants [CH2:1]([N:8]1[C:16]2[C:11](=[CH:12][C:13]([C:17]([O:26][Si:27]([CH2:32][CH3:33])([CH2:30][CH3:31])[CH2:28][CH3:29])([C:22]([F:25])([F:24])[F:23])[C:18]([F:21])([F:20])[F:19])=[CH:14][CH:15]=2)[CH:10]=[C:9]1[CH:34]=[O:35])[C:2]1[CH:7]=[CH:6][CH:5]=[CH:4][CH:3]=1.[CH3:36][Mg]Br.[NH4+].[Cl-].CCOCC, predict the reaction product. The product is: [CH2:1]([N:8]1[C:16]2[C:11](=[CH:12][C:13]([C:17]([O:26][Si:27]([CH2:32][CH3:33])([CH2:28][CH3:29])[CH2:30][CH3:31])([C:18]([F:19])([F:20])[F:21])[C:22]([F:23])([F:24])[F:25])=[CH:14][CH:15]=2)[CH:10]=[C:9]1[CH:34]([OH:35])[CH3:36])[C:2]1[CH:3]=[CH:4][CH:5]=[CH:6][CH:7]=1.